Dataset: Full USPTO retrosynthesis dataset with 1.9M reactions from patents (1976-2016). Task: Predict the reactants needed to synthesize the given product. Given the product [Br:1][C:2]1[CH:16]=[CH:15][C:14]([S:18]([Cl:17])(=[O:20])=[O:19])=[C:4]([CH2:5][CH2:6][NH:7][C:8](=[O:13])[C:9]([F:11])([F:12])[F:10])[CH:3]=1, predict the reactants needed to synthesize it. The reactants are: [Br:1][C:2]1[CH:3]=[C:4]([CH:14]=[CH:15][CH:16]=1)[CH2:5][CH2:6][NH:7][C:8](=[O:13])[C:9]([F:12])([F:11])[F:10].[Cl:17][S:18](O)(=[O:20])=[O:19].